From a dataset of Full USPTO retrosynthesis dataset with 1.9M reactions from patents (1976-2016). Predict the reactants needed to synthesize the given product. Given the product [CH3:14][S:13][CH:11]([C:9]1[CH:10]=[CH:5][C:6]([C:15]([F:18])([F:17])[F:16])=[N:7][CH:8]=1)[CH3:12], predict the reactants needed to synthesize it. The reactants are: C(OC(=O)[C:5]1[CH:10]=[C:9]([CH:11]([S:13][CH3:14])[CH3:12])[CH:8]=[N:7][C:6]=1[C:15]([F:18])([F:17])[F:16])C.[OH-].[Li+].Cl.